From a dataset of Experimentally validated miRNA-target interactions with 360,000+ pairs, plus equal number of negative samples. Binary Classification. Given a miRNA mature sequence and a target amino acid sequence, predict their likelihood of interaction. (1) The miRNA is hsa-miR-6814-5p with sequence UCCCAAGGGUGAGAUGCUGCCA. The protein sequence of the target gene is MSGKRKRVVLTIKDKLDIIKKLEDGGSSKQLAVIYGIGETTVRDIRKNKEKIITYASSSDSTSLLAKRKSMKPSMYEELDRAMLEWFNQQRAKGNPISGPICAKRAEFFFYALGMDGDFNPSAGWLTRFKQRHSIREINIRNERLNGDETAVEDFCNNFRDFIERENLQPEQIYNADETGLFWKCLPSRISVIKGKCTVPGHKSIEERVTIMCCANATGLHKLKLCVVGKAKKPRSFKSTDTLNLPVSYFSQKGAWMDLSIFRQWFDKIFVPQVREYLRSKGLQEKAVLLLDNSPTHPNE.... Result: 1 (interaction). (2) Result: 0 (no interaction). The miRNA is hsa-miR-6836-5p with sequence CGCAGGGCCCUGGCGCAGGCAU. The protein sequence of the target gene is MTRSCSAVGCSTRDTVLSRERGLSFHQFPTDTIQRSKWIRAVNRVDPRSKKIWIPGPGAILCSKHFQESDFESYGIRRKLKKGAVPSVSLYKIPQGVHLKGKARQKILKQPLPDNSQEVATEDHNYSLKTPLTIGAEKLAEVQQMLQVSKKRLISVKNYRMIKKRKGLRLIDALVEEKLLSEETECLLRAQFSDFKWELYNWRETDEYSAEMKQFACTLYLCSSKVYDYVRKILKLPHSSILRTWLSKCQPSPGFNSNIFSFLQRRVENGDQLYQYCSLLIKSMPLKQQLQWDPSSHSLQ.... (3) The miRNA is hsa-miR-3941 with sequence UUACACACAACUGAGGAUCAUA. The protein sequence of the target gene is MASWLRRKLRGKRRPVIAFCLLMILSAMAVTRFPPQRPSAGPDPGPMEPQGVTGAPATHIRQALSSSRRQRARNMGFWRSRALPRNSILVCAEEQGHRARVDRSRESPGGDLRHPGRVRRDITLSGHPRLSTQHVVLLREDEVGDPGTKDLGHPQHGSPIQETQSEVVTLVSPLPGSDMAALPAWRATSGLTLWPHTAEGRDLLGAENRALTGGQQAEDPTLASGAHQWPGSVEKLQGSVWCDAETLLSSSRTGGQAPPWLTDHDVQMLRLLAQGEVVDKARVPAHGQVLQVGFSTEAAL.... Result: 1 (interaction). (4) The miRNA is mmu-miR-294-5p with sequence ACUCAAAAUGGAGGCCCUAUCU. The protein sequence of the target gene is MQTRLPRALAALGVALLLSSIEAEVDPPSDLNFKIIDENTVHMSWERPVDPIVGYRITVDPTTDGPTKEFTLAASTTETLLSDLIPETQYVVTITSYNEVEESVPVIGQLTIQTGGPTKPGEKKPGKTEIQKCSVSAWTDLVFLVDGSWSVGRNNFKYILDFIVALVSAFDIGEEKTRVGVVQYSSDTRTEFNLNQYYRREDLLAAVKKIPYKGGNTMTGDAIDYLVKNTFTESAGSRAGFPKVAIIITDGKSQDEVEIPARELRNIGVEVFSLGIKAADAKELKQIASTPSLNHVFNVA.... Result: 0 (no interaction). (5) The miRNA is hsa-miR-6885-5p with sequence AGGGGGGCACUGCGCAAGCAAAGCC. The protein sequence of the target gene is MASELAMSNSDLPTSPLAMEYVNDFDLMKFEVKKEPVETDRIISQCGRLIAGGSLSSTPMSTPCSSVPPSPSFSAPSPGSGSEQKAHLEDYYWMTGYPQQLNPEALGFSPEDAVEALISNSHQLQGGFDGYARGAQQLAAAAGAGAGASLGGSGEEMGPAAAVVSAVIAAAAAQSGAGPHYHHHHHHAAGHHHHPTAGAPGAAGSAAASAGGAGGAGGGGPASAGGGGGGGGGGGGGGAAGAGGALHPHHAAGGLHFDDRFSDEQLVTMSVRELNRQLRGVSKEEVIRLKQKRRTLKNRG.... Result: 0 (no interaction). (6) The miRNA is hsa-miR-548aj-5p with sequence UGCAAAAGUAAUUGCAGUUUUUG. The protein sequence of the target gene is MTHLQAGLSPETLEKARLELNENPDTLHQDIQEVRDMVITRPDIGFLRTDDAFILRFLRARKFHHFEAFRLLAQYFEYRQQNLDMFKSFKATDPGIKQALKDGFPGGLANLDHYGRKILVLFAANWDQSRYTLVDILRAILLSLEAMIEDPELQVNGFVLIIDWSNFTFKQASKLTPSMLRLAIEGLQDSFPARFGGIHFVNQPWYIHALYTVIRPFLKEKTRKRIFLHGNNLNSLHQLIHPEILPSEFGGMLPPYDMGTWARTLLDHEYDDDSEYNVDSYSMPVKEVEKELSPKSMKRS.... Result: 1 (interaction). (7) The miRNA is hsa-miR-548ar-3p with sequence UAAAACUGCAGUUAUUUUUGC. The protein sequence of the target gene is MKRRLDDQESPVYAAQQRRIPGSTEAFSHQHRVLAPAPPVYEAVSETMQSATGIQYSVAPNYQVSAVPQSSGSHGPAIAAVHSSHHHPTAVQPHGGQVVQSHAHPAPPVAPVQGQQQFQRLKVEDALSYLDQVKLQFGSQPQVYNDFLDIMKEFKSQSIDTPGVISRVSQLFKGHPDLIMGFNTFLPPGYKIEVQTNDMVNVTTPGQVHQIPTHGIQPQPQPPPQHPSQPSSQSAPTPAQPAPQPTAAKVSKPSQLQAHTPASQQTPPLPPYASPRSPPVQPHTPVTISLGTAPSLQNNQ.... Result: 0 (no interaction).